This data is from Experimental lipophilicity measurements (octanol/water distribution) for 4,200 compounds from AstraZeneca. The task is: Regression/Classification. Given a drug SMILES string, predict its absorption, distribution, metabolism, or excretion properties. Task type varies by dataset: regression for continuous measurements (e.g., permeability, clearance, half-life) or binary classification for categorical outcomes (e.g., BBB penetration, CYP inhibition). For this dataset (lipophilicity_astrazeneca), we predict Y. (1) The compound is O=C(NC[C@@H](O)CN1CCC(Oc2ccc(Cl)c(Cl)c2)CC1)n1c(=O)[nH]c2ccccc21. The Y is 4.46 logD. (2) The drug is CCCNC(=O)c1nnc2c(-c3cnc(OC)nc3OC)cccc2c1N. The Y is 3.26 logD. (3) The molecule is CCCC(=O)NCc1cncc(-c2ccc(F)cc2OC)c1. The Y is 2.90 logD. (4) The compound is O=C1O[C@]2(CN3CCC2CC3)CN1c1ccc(Br)s1. The Y is 2.00 logD. (5) The drug is CCC[C@H](c1ccc(C(=O)O)c(Oc2cccc(Cl)c2)c1)N1CCC[C@H](n2cc(C)c(=O)[nH]c2=O)C1. The Y is 0.600 logD. (6) The molecule is CC(=O)Nc1ccc(CNc2[nH]nc3cccc(Oc4ccc(S(C)(=O)=O)cc4)c23)cc1. The Y is 2.63 logD. (7) The molecule is COC(=O)[C@H](Cc1ccc([N+](=O)[O-])cc1)NC(=O)c1cccc2ccccc12. The Y is 3.58 logD.